This data is from Full USPTO retrosynthesis dataset with 1.9M reactions from patents (1976-2016). The task is: Predict the reactants needed to synthesize the given product. Given the product [C:5]([NH:8][C:9]([CH2:19][C:20]1[CH:25]=[CH:24][C:23]([CH2:26][CH3:27])=[C:22]([CH2:28][CH3:29])[CH:21]=1)([C:15]([O:17][CH2:2][CH3:3])=[O:16])[C:10]([O:12][CH2:13][CH3:14])=[O:11])(=[O:7])[CH3:6], predict the reactants needed to synthesize it. The reactants are: [Na].[CH3:2][CH2:3]O.[C:5]([NH:8][CH:9]([C:15]([O-:17])=[O:16])[C:10]([O:12][CH2:13][CH3:14])=[O:11])(=[O:7])[CH3:6].Br[CH2:19][C:20]1[CH:25]=[CH:24][C:23]([CH2:26][CH3:27])=[C:22]([CH2:28][CH3:29])[CH:21]=1.